From a dataset of Forward reaction prediction with 1.9M reactions from USPTO patents (1976-2016). Predict the product of the given reaction. (1) Given the reactants [C:1]([OH:8])(=[O:7])/[CH:2]=[CH:3]\[C:4]([OH:6])=[O:5].[CH:9]1([C:12]2[CH:17]=[C:16]([CH2:18][N:19]3[CH2:24][CH2:23][CH:22]([N:25]4[CH2:34][CH2:33][C:32]5[N:31]=[C:30]([CH2:35][CH2:36][CH3:37])[C:29]([C:38]([OH:40])=[O:39])=[CH:28][C:27]=5[C:26]4=[O:41])[CH2:21][CH2:20]3)[C:15]([O:42][CH2:43][CH3:44])=[CH:14][C:13]=2[C:45]2[CH:50]=[CH:49][C:48]([F:51])=[CH:47][C:46]=2[F:52])[CH2:11][CH2:10]1, predict the reaction product. The product is: [C:1]([OH:8])(=[O:7])/[CH:2]=[CH:3]\[C:4]([OH:6])=[O:5].[CH:9]1([C:12]2[CH:17]=[C:16]([CH2:18][N:19]3[CH2:24][CH2:23][CH:22]([N:25]4[CH2:34][CH2:33][C:32]5[N:31]=[C:30]([CH2:35][CH2:36][CH3:37])[C:29]([C:38]([OH:40])=[O:39])=[CH:28][C:27]=5[C:26]4=[O:41])[CH2:21][CH2:20]3)[C:15]([O:42][CH2:43][CH3:44])=[CH:14][C:13]=2[C:45]2[CH:50]=[CH:49][C:48]([F:51])=[CH:47][C:46]=2[F:52])[CH2:10][CH2:11]1. (2) Given the reactants O1CCCCC1[O:7][CH2:8][CH2:9]/[CH:10]=[CH:11]/[C:12]1[C:21]2[C:20]([NH2:22])=[N:19][S:18](=[O:24])(=[O:23])[NH:17][C:16]=2[CH:15]=[CH:14][CH:13]=1.CC(O)=O.O, predict the reaction product. The product is: [NH2:22][C:20]1[C:21]2[C:12](/[CH:11]=[CH:10]/[CH2:9][CH2:8][OH:7])=[CH:13][CH:14]=[CH:15][C:16]=2[NH:17][S:18](=[O:24])(=[O:23])[N:19]=1. (3) Given the reactants Br[CH2:2][C:3]1[CH:8]=[C:7]([Br:9])[CH:6]=[C:5]([Br:10])[C:4]=1[OH:11].N[C:13]1[CH:18]=[CH:17][CH:16]=[CH:15][C:14]=1[SH:19].C([N:22](CC)CC)C, predict the reaction product. The product is: [NH2:22][S:19][C:14]1[CH:15]=[CH:16][CH:17]=[CH:18][C:13]=1[CH2:2][C:3]1[CH:8]=[C:7]([Br:9])[CH:6]=[C:5]([Br:10])[C:4]=1[OH:11]. (4) The product is: [N:9]1[CH:10]=[CH:11][CH:12]=[CH:13][C:8]=1[C:7]#[C:6][CH2:5][CH2:4][CH2:3][CH2:2][N:15]1[N:16]=[CH:17][C:18]2[C:23](=[CH:22][CH:21]=[CH:20][CH:19]=2)[C:14]1=[O:24]. Given the reactants Br[CH2:2][CH2:3][CH2:4][CH2:5][C:6]#[C:7][C:8]1[CH:13]=[CH:12][CH:11]=[CH:10][N:9]=1.[C:14]1(=[O:24])[C:23]2[C:18](=[CH:19][CH:20]=[CH:21][CH:22]=2)[CH:17]=[N:16][NH:15]1, predict the reaction product. (5) Given the reactants [NH2:1][C:2]1[CH:3]=[CH:4][CH:5]=[C:6]2[C:11]=1[CH2:10][C@H:9]([OH:12])[CH2:8][CH2:7]2.[F:13][C:14]([F:31])([F:30])[C:15]1[CH:20]=[CH:19][C:18]([C:21]2[CH:29]=[CH:28][C:24]([C:25](O)=[O:26])=[CH:23][N:22]=2)=[CH:17][CH:16]=1, predict the reaction product. The product is: [OH:12][C@H:9]1[CH2:10][C:11]2[C:2]([NH:1][C:25](=[O:26])[C:24]3[CH:28]=[CH:29][C:21]([C:18]4[CH:17]=[CH:16][C:15]([C:14]([F:31])([F:13])[F:30])=[CH:20][CH:19]=4)=[N:22][CH:23]=3)=[CH:3][CH:4]=[CH:5][C:6]=2[CH2:7][CH2:8]1. (6) Given the reactants [CH3:1][O:2][C:3]([C:5]1[CH:9]=[C:8]([OH:10])[N:7]([C:11]2[CH:16]=[CH:15][CH:14]=[CH:13][C:12]=2[F:17])[N:6]=1)=[O:4].[C:18]1(P(C2C=CC=CC=2)C2C=CC=CC=2)[CH:23]=CC=C[CH:19]=1.CC(O)C.N(C(OCC1C=CC(Cl)=CC=1)=O)=NC(OCC1C=CC(Cl)=CC=1)=O, predict the reaction product. The product is: [F:17][C:12]1[CH:13]=[CH:14][CH:15]=[CH:16][C:11]=1[N:7]1[C:8]([O:10][CH:18]([CH3:23])[CH3:19])=[CH:9][C:5]([C:3]([O:2][CH3:1])=[O:4])=[N:6]1. (7) Given the reactants [S:1]1[C:5]2[CH:6]=[CH:7][CH:8]=[CH:9][C:4]=2[N:3]=[C:2]1[N:10]([CH2:41][O:42][CH2:43][CH2:44][Si:45]([CH3:48])([CH3:47])[CH3:46])[C:11]([C:13]1[CH:14]=[CH:15][CH:16]=[C:17]2[C:22]=1[CH2:21][N:20]([C:23]1[S:24][C:25]([C:32]#[C:33][CH2:34][C:35]3[CH:40]=[CH:39][CH:38]=[CH:37][CH:36]=3)=[C:26]([C:28]([O:30][CH3:31])=[O:29])[N:27]=1)[CH2:19][CH2:18]2)=[O:12], predict the reaction product. The product is: [S:1]1[C:5]2[CH:6]=[CH:7][CH:8]=[CH:9][C:4]=2[N:3]=[C:2]1[N:10]([CH2:41][O:42][CH2:43][CH2:44][Si:45]([CH3:46])([CH3:48])[CH3:47])[C:11]([C:13]1[CH:14]=[CH:15][CH:16]=[C:17]2[C:22]=1[CH2:21][N:20]([C:23]1[S:24][C:25]([CH2:32][CH2:33][CH2:34][C:35]3[CH:40]=[CH:39][CH:38]=[CH:37][CH:36]=3)=[C:26]([C:28]([O:30][CH3:31])=[O:29])[N:27]=1)[CH2:19][CH2:18]2)=[O:12]. (8) Given the reactants CO[C:3](=[C:11]([C:14]#[N:15])[C:12]#[N:13])[CH2:4][C:5]1[CH:10]=[CH:9][CH:8]=[CH:7][CH:6]=1.[CH3:16][NH:17][NH2:18], predict the reaction product. The product is: [NH2:13][C:12]1[N:17]([CH3:16])[N:18]=[C:3]([CH2:4][C:5]2[CH:10]=[CH:9][CH:8]=[CH:7][CH:6]=2)[C:11]=1[C:14]#[N:15].